This data is from NCI-60 drug combinations with 297,098 pairs across 59 cell lines. The task is: Regression. Given two drug SMILES strings and cell line genomic features, predict the synergy score measuring deviation from expected non-interaction effect. (1) Drug 1: CCC1=CC2CC(C3=C(CN(C2)C1)C4=CC=CC=C4N3)(C5=C(C=C6C(=C5)C78CCN9C7C(C=CC9)(C(C(C8N6C)(C(=O)OC)O)OC(=O)C)CC)OC)C(=O)OC.C(C(C(=O)O)O)(C(=O)O)O. Drug 2: C1=CC=C(C=C1)NC(=O)CCCCCCC(=O)NO. Cell line: MDA-MB-435. Synergy scores: CSS=63.8, Synergy_ZIP=2.51, Synergy_Bliss=3.66, Synergy_Loewe=-9.31, Synergy_HSA=4.67. (2) Drug 1: CC1=C(C(=O)C2=C(C1=O)N3CC4C(C3(C2COC(=O)N)OC)N4)N. Drug 2: C1CNP(=O)(OC1)N(CCCl)CCCl. Cell line: HT29. Synergy scores: CSS=35.5, Synergy_ZIP=-1.53, Synergy_Bliss=-4.67, Synergy_Loewe=-73.4, Synergy_HSA=-6.75. (3) Drug 1: CN1C(=O)N2C=NC(=C2N=N1)C(=O)N. Drug 2: CS(=O)(=O)OCCCCOS(=O)(=O)C. Cell line: DU-145. Synergy scores: CSS=0.356, Synergy_ZIP=3.65, Synergy_Bliss=7.11, Synergy_Loewe=0.0967, Synergy_HSA=1.10. (4) Drug 1: C1CC(=O)NC(=O)C1N2CC3=C(C2=O)C=CC=C3N. Drug 2: CC1CCCC2(C(O2)CC(NC(=O)CC(C(C(=O)C(C1O)C)(C)C)O)C(=CC3=CSC(=N3)C)C)C. Cell line: BT-549. Synergy scores: CSS=2.51, Synergy_ZIP=-2.57, Synergy_Bliss=0.445, Synergy_Loewe=0.640, Synergy_HSA=0.779. (5) Drug 1: C1=CN(C(=O)N=C1N)C2C(C(C(O2)CO)O)O.Cl. Drug 2: CC(C)NC(=O)C1=CC=C(C=C1)CNNC.Cl. Cell line: HOP-62. Synergy scores: CSS=39.8, Synergy_ZIP=4.06, Synergy_Bliss=7.74, Synergy_Loewe=-20.5, Synergy_HSA=4.75. (6) Drug 1: CC1=C2C(C(=O)C3(C(CC4C(C3C(C(C2(C)C)(CC1OC(=O)C(C(C5=CC=CC=C5)NC(=O)OC(C)(C)C)O)O)OC(=O)C6=CC=CC=C6)(CO4)OC(=O)C)OC)C)OC. Drug 2: CC1=CC2C(CCC3(C2CCC3(C(=O)C)OC(=O)C)C)C4(C1=CC(=O)CC4)C. Cell line: CCRF-CEM. Synergy scores: CSS=76.2, Synergy_ZIP=21.3, Synergy_Bliss=18.9, Synergy_Loewe=-14.0, Synergy_HSA=19.5. (7) Synergy scores: CSS=75.6, Synergy_ZIP=5.88, Synergy_Bliss=4.04, Synergy_Loewe=6.09, Synergy_HSA=8.51. Cell line: OVCAR3. Drug 2: CCC1(CC2CC(C3=C(CCN(C2)C1)C4=CC=CC=C4N3)(C5=C(C=C6C(=C5)C78CCN9C7C(C=CC9)(C(C(C8N6C)(C(=O)OC)O)OC(=O)C)CC)OC)C(=O)OC)O.OS(=O)(=O)O. Drug 1: CC1=C2C(C(=O)C3(C(CC4C(C3C(C(C2(C)C)(CC1OC(=O)C(C(C5=CC=CC=C5)NC(=O)OC(C)(C)C)O)O)OC(=O)C6=CC=CC=C6)(CO4)OC(=O)C)OC)C)OC.